This data is from Full USPTO retrosynthesis dataset with 1.9M reactions from patents (1976-2016). The task is: Predict the reactants needed to synthesize the given product. (1) Given the product [NH2:1][C:2]([NH:4][C:5]1[S:6][C:7]([Br:13])=[CH:8][C:9]=1[C:10]([NH2:12])=[O:11])=[O:3], predict the reactants needed to synthesize it. The reactants are: [NH2:1][C:2]([NH:4][C:5]1[S:6][CH:7]=[CH:8][C:9]=1[C:10]([NH2:12])=[O:11])=[O:3].[Br:13]Br.O. (2) Given the product [CH:33]1[CH:32]=[CH:31][C:30]([P:23]([C:24]2[CH:29]=[CH:28][CH:27]=[C:26]([S:11]([O-:14])(=[O:12])=[O:10])[CH:25]=2)[C:20]2[CH:21]=[CH:22][CH:17]=[CH:18][CH:19]=2)=[CH:35][CH:34]=1.[Na+:16], predict the reactants needed to synthesize it. The reactants are: B(F)(F)F.CCOCC.[OH:10][S:11]([OH:14])(=O)=[O:12].[BH4-].[Na+:16].[CH:17]1[CH:22]=[CH:21][C:20]([P:23]([C:30]2[CH:35]=[CH:34][CH:33]=[CH:32][CH:31]=2)[C:24]2[CH:29]=[CH:28][CH:27]=[CH:26][CH:25]=2)=[CH:19][CH:18]=1.O.O.C([O-])(=O)CC(CC([O-])=O)(C([O-])=O)O.[Na+].[Na+].[Na+]. (3) Given the product [C:7]1([C:13]2[CH:14]=[C:15]3[C:21]([NH:22][C:4](=[O:5])[CH2:3][CH2:2][CH3:1])=[N:20][NH:19][C:16]3=[N:17][CH:18]=2)[CH:8]=[CH:9][CH:10]=[CH:11][CH:12]=1, predict the reactants needed to synthesize it. The reactants are: [CH3:1][CH2:2][CH2:3][C:4](Cl)=[O:5].[C:7]1([C:13]2[CH:14]=[C:15]3[C:21]([NH2:22])=[N:20][NH:19][C:16]3=[N:17][CH:18]=2)[CH:12]=[CH:11][CH:10]=[CH:9][CH:8]=1.Cl. (4) Given the product [F:14][CH:15]([F:18])[CH2:16][O:20][C:6]1[CH:7]=[C:2]([F:1])[C:3]([C:9]([O:11][CH2:12][CH3:13])=[O:10])=[N:4][CH:5]=1, predict the reactants needed to synthesize it. The reactants are: [F:1][C:2]1[C:3]([C:9]([O:11][CH2:12][CH3:13])=[O:10])=[N:4][CH:5]=[C:6](F)[CH:7]=1.[F:14][C:15]([F:18])(O)[CH3:16].C(=O)([O-])[O-:20].[K+].[K+]. (5) Given the product [OH:8][CH:9]([C:15]1[CH:16]=[CH:17][C:18]([O:21][CH2:22][C:23]2[CH:28]=[CH:27][C:26]([O:29][CH2:30]/[C:31](=[N:38]\[O:39][CH3:40])/[C:32]3[CH:33]=[CH:34][CH:35]=[CH:36][CH:37]=3)=[CH:25][CH:24]=2)=[CH:19][CH:20]=1)[CH2:10][C:11]([OH:13])=[O:12], predict the reactants needed to synthesize it. The reactants are: CO.C1COCC1.[OH:8][CH:9]([C:15]1[CH:20]=[CH:19][C:18]([O:21][CH2:22][C:23]2[CH:28]=[CH:27][C:26]([O:29][CH2:30]/[C:31](=[N:38]\[O:39][CH3:40])/[C:32]3[CH:37]=[CH:36][CH:35]=[CH:34][CH:33]=3)=[CH:25][CH:24]=2)=[CH:17][CH:16]=1)[CH2:10][C:11]([O:13]C)=[O:12].[OH-].[Na+]. (6) Given the product [CH3:10][O:9][C:7](=[O:8])[C@@H:6]([NH:11][C:12]([C:14]1([CH2:29][C:30]2[CH:31]=[CH:32][CH:33]=[CH:34][CH:35]=2)[CH2:18][CH2:17][CH2:16][NH:15]1)=[O:13])[C@H:5]([O:4][C:1](=[O:3])[CH3:2])[CH3:36], predict the reactants needed to synthesize it. The reactants are: [C:1]([O:4][C@H:5]([CH3:36])[C@H:6]([NH:11][C:12]([C:14]1([CH2:29][C:30]2[CH:35]=[CH:34][CH:33]=[CH:32][CH:31]=2)[CH2:18][CH2:17][CH2:16][N:15]1C(OCC1C=CC=CC=1)=O)=[O:13])[C:7]([O:9][CH3:10])=[O:8])(=[O:3])[CH3:2]. (7) Given the product [Cl:1][C:2]1[C:3]([NH:12][C:17](=[O:18])[C:16]2[CH:20]=[CH:21][CH:22]=[N:23][C:15]=2[CH2:13][CH3:14])=[C:4]([NH:8][CH:9]2[CH2:10][CH2:11]2)[N:5]=[CH:6][N:7]=1, predict the reactants needed to synthesize it. The reactants are: [Cl:1][C:2]1[N:7]=[CH:6][N:5]=[C:4]([NH:8][CH:9]2[CH2:11][CH2:10]2)[C:3]=1[NH2:12].[CH2:13]([C:15]1[N:23]=[CH:22][CH:21]=[CH:20][C:16]=1[C:17](Cl)=[O:18])[CH3:14].C([O-])(O)=O.[Na+].